Dataset: Reaction yield outcomes from USPTO patents with 853,638 reactions. Task: Predict the reaction yield, written as a fraction of the theoretical maximum amount of product (1.0 means a 100% yield; for example, 0.34 means a 34% yield). The reactants are [C:1]([O:5][C:6]([N:8]1[CH2:13][CH2:12][CH:11]([C:14]2[CH:19]=[CH:18][C:17]([NH2:20])=[CH:16][CH:15]=2)[CH2:10][CH2:9]1)=[O:7])([CH3:4])([CH3:3])[CH3:2].[Br:21]N1C(=O)CCC1=O. The catalyst is C(Cl)Cl.CCOC(C)=O. The product is [C:1]([O:5][C:6]([N:8]1[CH2:13][CH2:12][CH:11]([C:14]2[CH:19]=[CH:18][C:17]([NH2:20])=[C:16]([Br:21])[CH:15]=2)[CH2:10][CH2:9]1)=[O:7])([CH3:4])([CH3:2])[CH3:3]. The yield is 1.00.